This data is from Catalyst prediction with 721,799 reactions and 888 catalyst types from USPTO. The task is: Predict which catalyst facilitates the given reaction. (1) Reactant: [CH3:1][N:2]([CH3:9])[CH:3]1[CH2:8][CH2:7][NH:6][CH2:5][CH2:4]1.CCN(CC)CC.[CH:17]([N:20]1[C:24]([C:25]2[N:34]=[C:33]3[N:27]([CH2:28][CH2:29][O:30][C:31]4[CH:38]=[CH:37][C:36]([S:39](Cl)(=[O:41])=[O:40])=[CH:35][C:32]=43)[CH:26]=2)=[N:23][CH:22]=[N:21]1)([CH3:19])[CH3:18]. Product: [CH:17]([N:20]1[C:24]([C:25]2[N:34]=[C:33]3[C:32]4[CH:35]=[C:36]([S:39]([N:6]5[CH2:7][CH2:8][CH:3]([N:2]([CH3:9])[CH3:1])[CH2:4][CH2:5]5)(=[O:41])=[O:40])[CH:37]=[CH:38][C:31]=4[O:30][CH2:29][CH2:28][N:27]3[CH:26]=2)=[N:23][CH:22]=[N:21]1)([CH3:19])[CH3:18]. The catalyst class is: 2. (2) Reactant: [CH:1]([C:3]1[CH:12]=[CH:11][C:6]2[C:7](=[O:10])[O:8][CH2:9][C:5]=2[C:4]=1[CH3:13])=[CH2:2].ClC1C=CC=C(C(OO)=[O:22])C=1. Product: [CH3:13][C:4]1[C:5]2[CH2:9][O:8][C:7](=[O:10])[C:6]=2[CH:11]=[CH:12][C:3]=1[CH:1]1[CH2:2][O:22]1. The catalyst class is: 2. (3) Reactant: [C:1]1([CH:7]([NH:17][C:18]([CH:20]2[CH2:23][CH2:22][CH2:21]2)=[O:19])[CH2:8][CH2:9][N:10]2[CH2:15][CH2:14][C:13](=O)[CH2:12][CH2:11]2)[CH:6]=[CH:5][CH:4]=[CH:3][CH:2]=1.[CH:24]1([NH2:27])[CH2:26][CH2:25]1.C(O[BH-](OC(=O)C)OC(=O)C)(=O)C.[Na+]. Product: [C:1]1([CH:7]([NH:17][C:18]([CH:20]2[CH2:23][CH2:22][CH2:21]2)=[O:19])[CH2:8][CH2:9][N:10]2[CH2:15][CH2:14][CH:13]([NH:27][CH:24]3[CH2:26][CH2:25]3)[CH2:12][CH2:11]2)[CH:6]=[CH:5][CH:4]=[CH:3][CH:2]=1. The catalyst class is: 699. (4) Reactant: [Cl:1][C:2]1[CH:3]=[C:4]([CH:9]=[O:10])[C:5](F)=[N:6][CH:7]=1.[CH:11]1([CH2:14][NH:15][CH2:16][CH2:17][CH3:18])[CH2:13][CH2:12]1.C(=O)([O-])[O-].[K+].[K+].C(OCC)(=O)C. Product: [Cl:1][C:2]1[CH:3]=[C:4]([CH:9]=[O:10])[C:5]([N:15]([CH2:14][CH:11]2[CH2:13][CH2:12]2)[CH2:16][CH2:17][CH3:18])=[N:6][CH:7]=1. The catalyst class is: 93. (5) Reactant: Cl.[N:2]1([CH2:7][C:8]2[CH:13]=[CH:12][C:11]([CH2:14][CH2:15][NH:16]C(=O)OC(C)(C)C)=[CH:10][CH:9]=2)[CH2:6][CH2:5][CH2:4][CH2:3]1.S(Cl)(Cl)=O. Product: [N:2]1([CH2:7][C:8]2[CH:13]=[CH:12][C:11]([CH2:14][CH2:15][NH2:16])=[CH:10][CH:9]=2)[CH2:6][CH2:5][CH2:4][CH2:3]1. The catalyst class is: 5. (6) Reactant: [OH-].[Na+].[F:3][C:4]1[CH:14]=[C:13]([F:15])[CH:12]=[CH:11][C:5]=1[CH2:6][NH:7][CH2:8][CH2:9][OH:10].[C:16](O[C:16]([O:18][C:19]([CH3:22])([CH3:21])[CH3:20])=[O:17])([O:18][C:19]([CH3:22])([CH3:21])[CH3:20])=[O:17]. Product: [F:3][C:4]1[CH:14]=[C:13]([F:15])[CH:12]=[CH:11][C:5]=1[CH2:6][N:7]([CH2:8][CH2:9][OH:10])[C:16](=[O:17])[O:18][C:19]([CH3:22])([CH3:21])[CH3:20]. The catalyst class is: 2.